From a dataset of Forward reaction prediction with 1.9M reactions from USPTO patents (1976-2016). Predict the product of the given reaction. (1) Given the reactants [CH3:1][O:2][C:3]([CH2:5]P(OC)(OC)=O)=[O:4].[Li][CH2:13]CCC.[OH:17][C:18]1([CH3:25])[CH2:23][CH2:22][C:21](=O)[CH2:20][CH2:19]1, predict the reaction product. The product is: [CH3:1][O:2][C:3](=[O:4])[CH:5]=[C:21]1[CH2:22][CH2:23][C:18]([O:17][CH3:13])([CH3:25])[CH2:19][CH2:20]1. (2) The product is: [CH:24]1([C@@H:18]([C:12]2[CH:11]=[C:10]3[C:15]([CH2:16][CH2:17][CH:8]([C:5]4[CH:6]=[CH:7][C:2]([C:29]5[CH:30]=[C:31]([O:34][CH3:35])[CH:32]=[CH:33][C:28]=5[F:27])=[CH:3][CH:4]=4)[O:9]3)=[CH:14][CH:13]=2)[CH2:19][C:20]([O:22][CH3:23])=[O:21])[CH2:25][CH2:26]1. Given the reactants Br[C:2]1[CH:7]=[CH:6][C:5]([CH:8]2[CH2:17][CH2:16][C:15]3[C:10](=[CH:11][C:12]([C@H:18]([CH:24]4[CH2:26][CH2:25]4)[CH2:19][C:20]([O:22][CH3:23])=[O:21])=[CH:13][CH:14]=3)[O:9]2)=[CH:4][CH:3]=1.[F:27][C:28]1[CH:33]=[CH:32][C:31]([O:34][CH3:35])=[CH:30][C:29]=1B(O)O.C([O-])([O-])=O.[K+].[K+].[NH4+].[Cl-], predict the reaction product. (3) Given the reactants [CH2:1]([C:8]#[N:9])[C:2]1[CH:7]=[CH:6][CH:5]=[CH:4][CH:3]=1.[N+:10](=[CH:12][C:13]([O:15][CH2:16][CH3:17])=[O:14])=[N-:11], predict the reaction product. The product is: [CH2:16]([O:15][C:13]([C:12]1[NH:10][N:11]=[C:1]([C:2]2[CH:7]=[CH:6][CH:5]=[CH:4][CH:3]=2)[C:8]=1[NH2:9])=[O:14])[CH3:17].